Dataset: Catalyst prediction with 721,799 reactions and 888 catalyst types from USPTO. Task: Predict which catalyst facilitates the given reaction. (1) Reactant: [CH2:1]([S:3]([NH:6][C:7]1[CH:12]=[CH:11][CH:10]=[CH:9][C:8]=1[CH:13]1[CH2:22][C:21]([CH3:24])([CH3:23])[C:20]2[C:15](=[CH:16][CH:17]=[C:18]([C:25]([O:27]CC)=[O:26])[CH:19]=2)[NH:14]1)(=[O:5])=[O:4])[CH3:2].O.[OH-].[Li+].[OH-].[Na+]. Product: [CH2:1]([S:3]([NH:6][C:7]1[CH:12]=[CH:11][CH:10]=[CH:9][C:8]=1[CH:13]1[CH2:22][C:21]([CH3:24])([CH3:23])[C:20]2[C:15](=[CH:16][CH:17]=[C:18]([C:25]([OH:27])=[O:26])[CH:19]=2)[NH:14]1)(=[O:5])=[O:4])[CH3:2]. The catalyst class is: 40. (2) Reactant: [N:1]([C:4]1[CH:5]=[C:6]2[C@@:17]3([CH2:22][CH2:21][S:20][C:19]([NH2:23])=[N:18]3)[C:16]3[CH:15]=[C:14]([Cl:24])[N:13]=[CH:12][C:11]=3[O:10][C:7]2=[CH:8][CH:9]=1)=[N+]=[N-].CP(C)C.Cl. Product: [Cl:24][C:14]1[N:13]=[CH:12][C:11]2[O:10][C:7]3[C:6]([C@@:17]4([CH2:22][CH2:21][S:20][C:19]([NH2:23])=[N:18]4)[C:16]=2[CH:15]=1)=[CH:5][C:4]([NH2:1])=[CH:9][CH:8]=3. The catalyst class is: 1. (3) Reactant: [NH2:1][C@@H:2]([CH2:5][CH2:6][N:7]1[CH2:10][CH:9]([O:11][C:12]2[CH:17]=[CH:16][C:15]([Cl:18])=[CH:14][CH:13]=2)[CH2:8]1)[CH2:3][OH:4].[CH3:19][O:20][C:21]1[CH:22]=[C:23]([N:29]=[C:30]=[O:31])[CH:24]=[C:25]([O:27][CH3:28])[CH:26]=1. Product: [Cl:18][C:15]1[CH:14]=[CH:13][C:12]([O:11][CH:9]2[CH2:10][N:7]([CH2:6][CH2:5][C@H:2]([NH:1][C:30]([NH:29][C:23]3[CH:22]=[C:21]([O:20][CH3:19])[CH:26]=[C:25]([O:27][CH3:28])[CH:24]=3)=[O:31])[CH2:3][OH:4])[CH2:8]2)=[CH:17][CH:16]=1. The catalyst class is: 4.